Dataset: Catalyst prediction with 721,799 reactions and 888 catalyst types from USPTO. Task: Predict which catalyst facilitates the given reaction. (1) Reactant: [C:1]([C:3]1[CH:4]=[C:5]([CH3:42])[C:6]([C:16]#[C:17][CH2:18][C:19]([OH:41])([C:37]([F:40])([F:39])[F:38])[CH2:20][C:21]([C:24]2[C:32]3[O:31][CH2:30][CH2:29][C:28]=3[CH:27]=[C:26]([S:33]([CH3:36])(=[O:35])=[O:34])[CH:25]=2)([CH3:23])[CH3:22])=[C:7]([NH:9]C(=O)C(F)(F)F)[CH:8]=1)#[N:2].CN(C)C(N(C)C)=N.C(OCC)(=O)C. Product: [OH:41][C:19]([C:37]([F:39])([F:40])[F:38])([CH2:20][C:21]([C:24]1[C:32]2[O:31][CH2:30][CH2:29][C:28]=2[CH:27]=[C:26]([S:33]([CH3:36])(=[O:34])=[O:35])[CH:25]=1)([CH3:22])[CH3:23])[CH2:18][C:17]1[NH:9][C:7]2[C:6]([CH:16]=1)=[C:5]([CH3:42])[CH:4]=[C:3]([C:1]#[N:2])[CH:8]=2. The catalyst class is: 633. (2) Reactant: C(OC([N:8]1[CH2:13][CH2:12][CH:11]([O:14][CH3:15])[CH2:10][CH2:9]1)=O)(C)(C)C.[ClH:16].O1CCOCC1. Product: [ClH:16].[CH3:15][O:14][CH:11]1[CH2:12][CH2:13][NH:8][CH2:9][CH2:10]1. The catalyst class is: 12. (3) Reactant: [Cl:1][C:2]1[CH:7]=[C:6]([N+:8]([O-:10])=[O:9])[C:5]([NH:11]C(=O)C(F)(F)F)=[C:4]([CH2:18][N:19]2[CH2:24][CH2:23][O:22][CH2:21][CH2:20]2)[CH:3]=1.[OH-].[Na+]. Product: [Cl:1][C:2]1[CH:7]=[C:6]([N+:8]([O-:10])=[O:9])[C:5]([NH2:11])=[C:4]([CH2:18][N:19]2[CH2:24][CH2:23][O:22][CH2:21][CH2:20]2)[CH:3]=1. The catalyst class is: 8. (4) Reactant: [N:1]([O-:3])=O.[Na+].[Cl:5][C:6]1[CH:11]=[C:10]([CH2:12][C:13]([C:15]2[CH:20]=[CH:19][C:18]([F:21])=[CH:17][CH:16]=2)=[O:14])[CH:9]=[CH:8][N:7]=1. Product: [Cl:5][C:6]1[CH:11]=[C:10]([C:12](=[N:1][OH:3])[C:13]([C:15]2[CH:20]=[CH:19][C:18]([F:21])=[CH:17][CH:16]=2)=[O:14])[CH:9]=[CH:8][N:7]=1. The catalyst class is: 211. (5) Reactant: [C:1]([O-:4])(=[O:3])[CH3:2].[Al+3:5].C([O-])(=O)C.C([O-])(=O)C.C([O-])(=O)C.[Ca+2:18].C([O-])(=O)C.[S:23]([O-:27])([O-:26])(=[O:25])=[O:24].[Al+3].[S:23]([O-:27])([O-:26])(=[O:25])=[O:24].[S:23]([O-:27])([O-:26])(=[O:25])=[O:24].[Al+3]. Product: [C:1]([O-:4])(=[O:3])[CH3:2].[Al+3:5].[C:1]([O-:4])(=[O:3])[CH3:2].[C:1]([O-:4])(=[O:3])[CH3:2].[S:23]([O-:27])([O-:26])(=[O:25])=[O:24].[Ca+2:18]. The catalyst class is: 6. (6) Reactant: [CH3:1][O:2][C:3](=[O:22])[C:4]1[CH:9]=[CH:8][C:7]([CH2:10][NH:11][C:12]2[CH:17]=[CH:16][C:15]([C:18]([CH3:21])([CH3:20])[CH3:19])=[CH:14][CH:13]=2)=[CH:6][CH:5]=1.[C:23]([O:27][C:28](O[C:28]([O:27][C:23]([CH3:26])([CH3:25])[CH3:24])=[O:29])=[O:29])([CH3:26])([CH3:25])[CH3:24]. Product: [CH3:1][O:2][C:3](=[O:22])[C:4]1[CH:5]=[CH:6][C:7]([CH2:10][N:11]([C:28]([O:27][C:23]([CH3:26])([CH3:25])[CH3:24])=[O:29])[C:12]2[CH:17]=[CH:16][C:15]([C:18]([CH3:19])([CH3:21])[CH3:20])=[CH:14][CH:13]=2)=[CH:8][CH:9]=1. The catalyst class is: 464. (7) Reactant: [CH3:1][N:2]([CH3:5])C=O.O1C2C=CC([CH2:16][N:17]([CH:25]3[CH2:30][CH2:29][N:28]([CH2:31][CH2:32][N:33]4[C:42]5[C:37](=[CH:38][CH:39]=[CH:40][CH:41]=5)[C:36](OS(C(F)(F)F)(=O)=O)=[CH:35][C:34]4=[O:51])[CH2:27][CH2:26]3)[C:18](=[O:24])[O:19][C:20]([CH3:23])([CH3:22])[CH3:21])=CC=2OCC1.[C:52](=[O:55])([O-])[O-].[Na+].[Na+].N1[CH:63]=[CH:62][C:61](B(O)O)=[CH:60][CH:59]=1. Product: [O:55]1[C:52]2[CH:59]=[CH:60][C:61]([CH2:16][N:17]([CH:25]3[CH2:26][CH2:27][N:28]([CH2:31][CH2:32][N:33]4[C:42]5[C:37](=[CH:38][CH:39]=[CH:40][CH:41]=5)[C:36]([C:25]5[CH:30]=[CH:1][N:2]=[CH:5][CH:26]=5)=[CH:35][C:34]4=[O:51])[CH2:29][CH2:30]3)[C:18](=[O:24])[O:19][C:20]([CH3:22])([CH3:21])[CH3:23])=[CH:62][C:63]=2[O:19][CH2:20][CH2:21]1. The catalyst class is: 69.